From a dataset of Catalyst prediction with 721,799 reactions and 888 catalyst types from USPTO. Predict which catalyst facilitates the given reaction. (1) Reactant: C([O:8][C:9]1[C:14]([C:15]([O:17][CH3:18])=[O:16])=[CH:13][C:12]([C:19]([O:21][CH3:22])=[O:20])=[C:11]([CH3:23])[N:10]=1)C1C=CC=CC=1.C1COCC1.[H][H]. Product: [OH:8][C:9]1[C:14]([C:15]([O:17][CH3:18])=[O:16])=[CH:13][C:12]([C:19]([O:21][CH3:22])=[O:20])=[C:11]([CH3:23])[N:10]=1. The catalyst class is: 349. (2) Reactant: [CH3:1][C:2]#[N:3].[Li]CCCC.[F:9][C:10]1([F:20])[CH2:12][CH:11]1[C:13](OCCCC)=[O:14]. Product: [F:9][C:10]1([F:20])[CH2:12][CH:11]1[C:13](=[O:14])[CH2:1][C:2]#[N:3]. The catalyst class is: 1. (3) Reactant: [OH:1][C:2]1[C:7]([N+:8]([O-:10])=[O:9])=[CH:6][C:5](/[CH:11]=[C:12](/[C:15]2[CH:16]=[N:17][C:18]([C:21]([F:24])([F:23])[F:22])=[CH:19][CH:20]=2)\[C:13]#[N:14])=[CH:4][C:3]=1[O:25]C.[Cl-].[Al+3].[Cl-].[Cl-].N1C=CC=CC=1.Cl. Product: [OH:25][C:3]1[CH:4]=[C:5](/[CH:11]=[C:12](/[C:15]2[CH:16]=[N:17][C:18]([C:21]([F:24])([F:22])[F:23])=[CH:19][CH:20]=2)\[C:13]#[N:14])[CH:6]=[C:7]([N+:8]([O-:10])=[O:9])[C:2]=1[OH:1]. The catalyst class is: 26. (4) Reactant: CO[CH2:3][CH2:4][N:5]1[CH2:10][CH2:9][NH:8][CH2:7][CH2:6]1.[H-].[Na+].ClC1C=[CH:18][C:17]([N+:20]([O-:22])=[O:21])=[CH:16][N:15]=1. Product: [N+:20]([C:17]1[CH:18]=[CH:3][C:4]([N:5]2[CH2:10][CH2:9][NH:8][CH2:7][CH2:6]2)=[N:15][CH:16]=1)([O-:22])=[O:21]. The catalyst class is: 1. (5) Reactant: [N+]([C:4]1[CH:5]=[C:6]2[C:12]([C:13](O)=O)=C[NH:10][C:7]2=N[CH:9]=1)([O-])=O.C[N:17](C(ON1N=NC2C=CC=CC1=2)=[N+](C)C)C.[B-](F)(F)(F)F.CCN(C(C)C)C(C)C.N1C2C(=CC=CN=2)C=C1.C(O)(C(F)(F)F)=O.C(Cl)Cl. Product: [NH:17]1[C:12]2[C:6](=[CH:5][CH:4]=[CH:9][CH:13]=2)[CH:7]=[N:10]1. The catalyst class is: 3. (6) Reactant: [Cl:1][C:2]1[C:3](=[O:9])[NH:4][N:5]=[CH:6][C:7]=1[Cl:8].C([O-])([O-])=O.[Cs+].[Cs+].[CH2:16](Br)[C:17]1[CH:22]=[CH:21][CH:20]=[CH:19][CH:18]=1. Product: [CH2:16]([N:4]1[C:3](=[O:9])[C:2]([Cl:1])=[C:7]([Cl:8])[CH:6]=[N:5]1)[C:17]1[CH:22]=[CH:21][CH:20]=[CH:19][CH:18]=1. The catalyst class is: 3. (7) Reactant: [CH2:16]1[CH2:15]C[N:13]([C:11](N=N[C:11]([N:13]2[CH2:18][CH2:17][CH2:16][CH2:15]C2)=[O:12])=[O:12])[CH2:18][CH2:17]1.C1(P(C2C=CC=CC=2)C2C=CC=CC=2)C=CC=CC=1.[C:38]1([OH:44])[CH:43]=[CH:42][CH:41]=[CH:40][CH:39]=1. Product: [O:44]([C:11]([N:13]1[CH2:18][CH2:17][CH2:16][CH2:15]1)=[O:12])[C:38]1[CH:43]=[CH:42][CH:41]=[CH:40][CH:39]=1. The catalyst class is: 2.